Predict the product of the given reaction. From a dataset of Forward reaction prediction with 1.9M reactions from USPTO patents (1976-2016). Given the reactants P([O-])([O-])([O-])=O.[K+].[K+].[K+].CC1(C)C(C)(C)OB([C:17]2[CH:18]=[C:19]3[C:24](=[CH:25][CH:26]=2)[N:23]=[C:22]([NH2:27])[N:21]=[CH:20]3)O1.[CH3:29][O:30][C:31]1[CH:46]=[CH:45][C:34]([CH2:35][O:36][C:37]2[C:42](Br)=[C:41]([CH3:44])[CH:40]=[CH:39][N:38]=2)=[CH:33][CH:32]=1.COC1C=CC=C(OC)C=1C1C=CC=CC=1P(C1CCCCC1)C1CCCCC1, predict the reaction product. The product is: [CH3:29][O:30][C:31]1[CH:32]=[CH:33][C:34]([CH2:35][O:36][C:37]2[C:42]([C:17]3[CH:18]=[C:19]4[C:24](=[CH:25][CH:26]=3)[N:23]=[C:22]([NH2:27])[N:21]=[CH:20]4)=[C:41]([CH3:44])[CH:40]=[CH:39][N:38]=2)=[CH:45][CH:46]=1.